From a dataset of Catalyst prediction with 721,799 reactions and 888 catalyst types from USPTO. Predict which catalyst facilitates the given reaction. (1) Reactant: Br[CH2:2][CH2:3][CH2:4][CH2:5][CH2:6][CH2:7][CH2:8][OH:9].[C:10](=[NH:21])([O-:20])[C:11]1[C:12](=[CH:16][CH:17]=[CH:18][CH:19]=1)[C:13](=N)[O-:14].[K+].[K+].O.C(Cl)Cl. Product: [OH:9][CH2:8][CH2:7][CH2:6][CH2:5][CH2:4][CH2:3][CH2:2][N:21]1[C:10](=[O:20])[C:11]2[C:12](=[CH:16][CH:17]=[CH:18][CH:19]=2)[C:13]1=[O:14]. The catalyst class is: 3. (2) Reactant: [CH3:1][O:2][C:3]1[CH:8]=[CH:7][CH:6]=[CH:5][C:4]=1[N:9]1[CH2:14][CH2:13][NH:12][CH2:11][CH2:10]1.OS(O)(=O)=O.[N+:20]([O-])([O-:22])=[O:21].[K+]. Product: [CH3:1][O:2][C:3]1[CH:8]=[CH:7][C:6]([N+:20]([O-:22])=[O:21])=[CH:5][C:4]=1[N:9]1[CH2:14][CH2:13][NH:12][CH2:11][CH2:10]1. The catalyst class is: 6. (3) Reactant: [F:1][C:2]1[CH:3]=[CH:4][C:5]([CH3:11])=[C:6]([CH:10]=1)[C:7]([OH:9])=[O:8].[N+:12]([O-])([OH:14])=[O:13]. Product: [F:1][C:2]1[CH:3]=[C:4]([N+:12]([O-:14])=[O:13])[C:5]([CH3:11])=[C:6]([CH:10]=1)[C:7]([OH:9])=[O:8]. The catalyst class is: 82. (4) Reactant: [C:1]1([C:40]2[CH:45]=[CH:44][CH:43]=[CH:42][CH:41]=2)[CH:6]=[CH:5][C:4]([CH2:7][C@H:8]([NH:16][C:17]([N:19]([CH:25]([CH2:34][C:35]([O:37]CC)=[O:36])[CH2:26][S:27][C:28]2[CH:33]=[CH:32][CH:31]=[CH:30][CH:29]=2)[CH2:20][CH2:21][CH:22]([CH3:24])[CH3:23])=[O:18])[C:9]([NH:11][CH2:12][CH2:13][CH2:14][CH3:15])=[O:10])=[CH:3][CH:2]=1.[OH-].[Li+].C(O)(=O)CC(CC(O)=O)(C(O)=O)O. Product: [C:1]1([C:40]2[CH:41]=[CH:42][CH:43]=[CH:44][CH:45]=2)[CH:6]=[CH:5][C:4]([CH2:7][C@H:8]([NH:16][C:17]([N:19]([CH:25]([CH2:34][C:35]([OH:37])=[O:36])[CH2:26][S:27][C:28]2[CH:33]=[CH:32][CH:31]=[CH:30][CH:29]=2)[CH2:20][CH2:21][CH:22]([CH3:24])[CH3:23])=[O:18])[C:9]([NH:11][CH2:12][CH2:13][CH2:14][CH3:15])=[O:10])=[CH:3][CH:2]=1. The catalyst class is: 8. (5) Reactant: [Cl:1][C:2]1[CH:7]=[CH:6][C:5]([SH:8])=[CH:4][CH:3]=1.[H-].[Na+].Cl[CH2:12][CH2:13][CH2:14][CH2:15][CH2:16][N:17]1[C:25]2[C:24]([CH3:26])=[C:23]([CH3:27])[N:22]=[C:21]([O:28][C:29]3[CH:34]=[CH:33][CH:32]=[CH:31][CH:30]=3)[C:20]=2[N:19]=[C:18]1[CH2:35][CH2:36][CH3:37].O. Product: [Cl:1][C:2]1[CH:7]=[CH:6][C:5]([S:8][CH2:12][CH2:13][CH2:14][CH2:15][CH2:16][N:17]2[C:25]3[C:24]([CH3:26])=[C:23]([CH3:27])[N:22]=[C:21]([O:28][C:29]4[CH:30]=[CH:31][CH:32]=[CH:33][CH:34]=4)[C:20]=3[N:19]=[C:18]2[CH2:35][CH2:36][CH3:37])=[CH:4][CH:3]=1. The catalyst class is: 3. (6) Reactant: C(OC([C:6]1[O:10][C:9]([C:11]2[CH:16]=[CH:15][C:14]([O:17][CH3:18])=[CH:13][CH:12]=2)=[N:8][C:7]=1[C:19]([OH:21])=O)=O)C.C[N:23](C=O)C.[C:27](Cl)(=[O:31])[C:28](Cl)=O.N. Product: [CH2:27]([O:31][C:6]1[O:10][C:9]([C:11]2[CH:12]=[CH:13][C:14]([O:17][CH3:18])=[CH:15][CH:16]=2)=[N:8][C:7]=1[C:19]([NH2:23])=[O:21])[CH3:28]. The catalyst class is: 168.